From a dataset of Forward reaction prediction with 1.9M reactions from USPTO patents (1976-2016). Predict the product of the given reaction. (1) Given the reactants FC1(F)CCC(CC2N3C(C)=CC(C(NC4CCC5(COC5)CC4)=O)=CC3=NC=2C(F)(F)F)CC1.[Cl:36][C:37]1[CH:60]=[CH:59][C:40]([CH2:41][C:42]2[N:46]3[C:47]([CH3:54])=[CH:48][C:49]([C:51]([OH:53])=O)=[CH:50][C:45]3=[N:44][C:43]=2[C:55]([F:58])([F:57])[CH3:56])=[CH:39][CH:38]=1.Cl.[O:62]1[CH2:67][CH2:66][CH:65]([NH2:68])[CH2:64][CH2:63]1, predict the reaction product. The product is: [Cl:36][C:37]1[CH:38]=[CH:39][C:40]([CH2:41][C:42]2[N:46]3[C:47]([CH3:54])=[CH:48][C:49]([C:51]([NH:68][CH:65]4[CH2:66][CH2:67][O:62][CH2:63][CH2:64]4)=[O:53])=[CH:50][C:45]3=[N:44][C:43]=2[C:55]([F:57])([F:58])[CH3:56])=[CH:59][CH:60]=1. (2) Given the reactants O[Li].O.[CH2:4]([N:11]1[C:15]([C:16]([F:19])([F:18])[F:17])=[CH:14][C:13]([C:20]2[CH:25]=[CH:24][C:23]([Cl:26])=[CH:22][CH:21]=2)=[C:12]1[C:27]([N:29]([CH2:31][C:32]([CH3:38])([CH3:37])[C:33]([O:35]C)=[O:34])[CH3:30])=[O:28])[C:5]1[CH:10]=[CH:9][CH:8]=[CH:7][CH:6]=1.OS([O-])(=O)=O.[K+], predict the reaction product. The product is: [CH2:4]([N:11]1[C:15]([C:16]([F:19])([F:18])[F:17])=[CH:14][C:13]([C:20]2[CH:25]=[CH:24][C:23]([Cl:26])=[CH:22][CH:21]=2)=[C:12]1[C:27]([N:29]([CH2:31][C:32]([CH3:38])([CH3:37])[C:33]([OH:35])=[O:34])[CH3:30])=[O:28])[C:5]1[CH:10]=[CH:9][CH:8]=[CH:7][CH:6]=1. (3) Given the reactants COCCO[AlH2-]OCCOC.[Na+].C1(C)C=CC=CC=1.[F:20][C:21]1[CH:29]=[CH:28][CH:27]=[C:26]2[C:22]=1[C:23](=O)[O:24][C:25]2=[O:30].[OH-].[Na+], predict the reaction product. The product is: [F:20][C:21]1[CH:29]=[CH:28][CH:27]=[C:26]([CH2:25][OH:30])[C:22]=1[CH2:23][OH:24]. (4) Given the reactants CC(OI1(OC(C)=O)(OC(C)=O)O[C:12](=O)[C:11]2[CH:10]=CC=C[C:6]1=2)=O.[OH:23][CH:24]1[CH:33]([NH:34][C:35](=[O:37])[O-:36])[CH2:32][C:31]2[N:30]=[CH:29][C:28]([N+:38]([O-:40])=[O:39])=[CH:27][C:26]=2[CH2:25]1.[O-]S([O-])(=S)=O.[Na+].[Na+].C([O-])(O)=O.[Na+], predict the reaction product. The product is: [N+:38]([C:28]1[CH:29]=[N:30][C:31]2[CH2:32][CH:33]([NH:34][C:35](=[O:36])[O:37][C:11]([CH3:12])([CH3:10])[CH3:6])[C:24](=[O:23])[CH2:25][C:26]=2[CH:27]=1)([O-:40])=[O:39].